Dataset: Peptide-MHC class I binding affinity with 185,985 pairs from IEDB/IMGT. Task: Regression. Given a peptide amino acid sequence and an MHC pseudo amino acid sequence, predict their binding affinity value. This is MHC class I binding data. (1) The peptide sequence is RVRRLNWAA. The MHC is HLA-A30:01 with pseudo-sequence HLA-A30:01. The binding affinity (normalized) is 1.00. (2) The binding affinity (normalized) is 0.155. The peptide sequence is GAPRNRELF. The MHC is H-2-Kb with pseudo-sequence H-2-Kb. (3) The peptide sequence is CFLIFHFFLF. The MHC is HLA-A30:02 with pseudo-sequence HLA-A30:02. The binding affinity (normalized) is 0.149. (4) The peptide sequence is YSMAGNWAKV. The MHC is HLA-A02:06 with pseudo-sequence HLA-A02:06. The binding affinity (normalized) is 0.441. (5) The peptide sequence is RRSLLAHVR. The MHC is HLA-B48:01 with pseudo-sequence HLA-B48:01. The binding affinity (normalized) is 0.0847. (6) The peptide sequence is MLANIDLKY. The MHC is HLA-A29:02 with pseudo-sequence HLA-A29:02. The binding affinity (normalized) is 1.00. (7) The peptide sequence is TSAGVNMCTL. The MHC is HLA-A68:02 with pseudo-sequence HLA-A68:02. The binding affinity (normalized) is 0.821.